Task: Regression. Given a peptide amino acid sequence and an MHC pseudo amino acid sequence, predict their binding affinity value. This is MHC class II binding data.. Dataset: Peptide-MHC class II binding affinity with 134,281 pairs from IEDB The peptide sequence is KYKTFEAAFTVSSKR. The MHC is HLA-DQA10102-DQB10602 with pseudo-sequence HLA-DQA10102-DQB10602. The binding affinity (normalized) is 0.570.